Predict the reactants needed to synthesize the given product. From a dataset of Full USPTO retrosynthesis dataset with 1.9M reactions from patents (1976-2016). (1) Given the product [N:2]12[CH2:9][CH2:8][CH:5]([CH2:6][CH2:7]1)[C@@H:4]([OH:10])[CH2:3]2, predict the reactants needed to synthesize it. The reactants are: Cl.[N:2]12[CH2:9][CH2:8][CH:5]([CH2:6][CH2:7]1)[C:4](=[O:10])[CH2:3]2.CC(C)([O-])C.[K+].CC(O)C. (2) Given the product [NH2:1][C:2]1[C:11]2[N:10]=[CH:9][C:8]([CH2:12][CH2:13][C:14]3[CH:19]=[CH:18][C:17]([O:20][CH3:21])=[CH:16][C:15]=3[CH3:22])=[CH:7][C:6]=2[C:5]2[CH:23]=[CH:24][C:25](/[CH:27]=[CH:28]/[P:29](=[O:30])([OH:33])[OH:36])=[CH:26][C:4]=2[N:3]=1, predict the reactants needed to synthesize it. The reactants are: [NH2:1][C:2]1[C:11]2[N:10]=[CH:9][C:8]([CH2:12][CH2:13][C:14]3[CH:19]=[CH:18][C:17]([O:20][CH3:21])=[CH:16][C:15]=3[CH3:22])=[CH:7][C:6]=2[C:5]2[CH:23]=[CH:24][C:25](/[CH:27]=[CH:28]/[P:29](=[O:36])([O:33]CC)[O:30]CC)=[CH:26][C:4]=2[N:3]=1.C[Si](Br)(C)C. (3) Given the product [CH3:22][O:21][C:13]1[C:14]([O:16][CH2:17][CH2:18][CH2:19][CH3:20])=[CH:15][C:10]2[N:9]=[N:8][N:7]=[C:23]([NH:24][C:10]3[CH:15]=[CH:14][CH:13]=[CH:12][CH:11]=3)[C:11]=2[CH:12]=1, predict the reactants needed to synthesize it. The reactants are: C1([N:7]=[N:8][NH:9][C:10]2[CH:15]=[C:14]([O:16][CH2:17][CH2:18][CH2:19][CH3:20])[C:13]([O:21][CH3:22])=[CH:12][C:11]=2[C:23]#[N:24])C=CC=CC=1. (4) Given the product [C:19]([O:18][C:16]([N:14]1[CH2:13][CH2:12][C:5]2[NH:6][C:7]3[C:8]([CH3:11])=[CH:9][CH:10]=[C:2]([Cl:1])[C:3]=3[C:4]=2[CH2:15]1)=[O:17])([CH3:22])([CH3:21])[CH3:20], predict the reactants needed to synthesize it. The reactants are: [Cl:1][C:2]1[C:3]2[C:4]3[CH2:15][NH:14][CH2:13][CH2:12][C:5]=3[NH:6][C:7]=2[C:8]([CH3:11])=[CH:9][CH:10]=1.[C:16](O[C:16]([O:18][C:19]([CH3:22])([CH3:21])[CH3:20])=[O:17])([O:18][C:19]([CH3:22])([CH3:21])[CH3:20])=[O:17].[OH-].[Na+]. (5) Given the product [NH2:9][C:3]1[N:4]=[CH:5][N:6]=[C:7]([NH:10][CH2:11][CH:12]2[CH2:13][CH2:14][N:15]([C:18](=[O:20])[CH:41]=[CH2:42])[CH2:16][CH2:17]2)[C:2]=1[C:35]1[CH:36]=[CH:37][C:32]([O:31][C:28]2[CH:29]=[CH:30][N:25]=[CH:26][CH:27]=2)=[CH:33][CH:34]=1, predict the reactants needed to synthesize it. The reactants are: Cl[C:2]1[C:3]([NH2:9])=[N:4][CH:5]=[N:6][C:7]=1Cl.[NH2:10][CH2:11][CH:12]1[CH2:17][CH2:16][N:15]([C:18]([O:20]C(C)(C)C)=O)[CH2:14][CH2:13]1.[N:25]1[CH:30]=[CH:29][C:28]([O:31][C:32]2[CH:37]=[CH:36][C:35](B(O)O)=[CH:34][CH:33]=2)=[CH:27][CH:26]=1.[C:41](Cl)(=O)[CH:42]=C.